From a dataset of Forward reaction prediction with 1.9M reactions from USPTO patents (1976-2016). Predict the product of the given reaction. (1) Given the reactants [CH:1]1([C:4]([NH:6][C:7]2[S:8][C:9]3[CH:15]=[C:14]([O:16][S:17]([C:20]4[CH:25]=[CH:24][C:23](F)=[CH:22][CH:21]=4)(=[O:19])=[O:18])[CH:13]=[CH:12][C:10]=3[N:11]=2)=[O:5])[CH2:3][CH2:2]1.[CH3:27][C:28]1([CH3:38])[N:33]([O])[C:32]([CH3:36])([CH3:35])[CH2:31][CH:30]([NH2:37])[CH2:29]1.C(=O)([O-])[O-:40].[Cs+].[Cs+], predict the reaction product. The product is: [CH:1]1([C:4]([NH:6][C:7]2[S:8][C:9]3[CH:15]=[C:14]([O:16][S:17]([C:20]4[CH:25]=[CH:24][C:23]([NH:37][CH:30]5[CH2:29][C:28]([CH3:38])([CH3:27])[N:33]([OH:40])[C:32]([CH3:36])([CH3:35])[CH2:31]5)=[CH:22][CH:21]=4)(=[O:19])=[O:18])[CH:13]=[CH:12][C:10]=3[N:11]=2)=[O:5])[CH2:3][CH2:2]1. (2) Given the reactants [Cl:1][C:2]1[CH:3]=[C:4]([CH:9]([NH:11][C:12]2[CH:17]=[C:16]([N:18]3[CH2:23][CH2:22][NH:21][CH2:20][CH2:19]3)[CH:15]=[CH:14][C:13]=2[N+:24]([O-:26])=[O:25])[CH3:10])[CH:5]=[C:6]([Cl:8])[CH:7]=1.Cl, predict the reaction product. The product is: [ClH:1].[Cl:1][C:2]1[CH:3]=[C:4]([CH:9]([NH:11][C:12]2[CH:17]=[C:16]([N:18]3[CH2:23][CH2:22][NH:21][CH2:20][CH2:19]3)[CH:15]=[CH:14][C:13]=2[N+:24]([O-:26])=[O:25])[CH3:10])[CH:5]=[C:6]([Cl:8])[CH:7]=1. (3) The product is: [NH2:3][CH2:2][CH2:1][NH:4][S:16]([C:13]1[CH:14]=[CH:15][C:10]([O:9][CH2:5][CH2:6][CH2:7][CH2:8][CH3:20])=[CH:11][CH:12]=1)(=[O:18])=[O:17]. Given the reactants [CH2:1]([NH2:4])[CH2:2][NH2:3].[CH2:5]([O:9][C:10]1[CH:15]=[CH:14][C:13]([S:16](Cl)(=[O:18])=[O:17])=[CH:12][CH:11]=1)[CH2:6][CH2:7][CH3:8].[CH2:20](Cl)Cl, predict the reaction product.